From a dataset of Full USPTO retrosynthesis dataset with 1.9M reactions from patents (1976-2016). Predict the reactants needed to synthesize the given product. (1) Given the product [C:1]([C:5]1[CH:6]=[C:7]([CH:8]=[CH:9][CH:10]=1)[O:11][CH2:13][CH2:14][O:15][C:17]1[CH:22]=[CH:21][C:20]([CH:23]([C:29]#[C:30][CH3:31])[CH2:24][C:25]([OH:27])=[O:26])=[CH:19][CH:18]=1)([CH3:4])([CH3:2])[CH3:3], predict the reactants needed to synthesize it. The reactants are: [C:1]([C:5]1[CH:6]=[C:7]([OH:11])[CH:8]=[CH:9][CH:10]=1)([CH3:4])([CH3:3])[CH3:2].Br[CH2:13][CH2:14][OH:15].O[C:17]1[CH:22]=[CH:21][C:20]([CH:23]([C:29]#[C:30][CH3:31])[CH2:24][C:25]([O:27]C)=[O:26])=[CH:19][CH:18]=1. (2) Given the product [CH2:1]([C:8]1[CH:9]=[N:10][C:11]2[C:16]([C:17]=1[C:18]1[CH:19]=[C:20]([CH:21]=[CH:22][CH:23]=1)[O:24][CH2:41][C:38]1[CH:37]=[CH:36][C:35]([CH:33]([CH3:34])[C:32]([OH:43])=[O:31])=[CH:40][CH:39]=1)=[CH:15][CH:14]=[CH:13][C:12]=2[C:25]([F:28])([F:26])[F:27])[C:2]1[CH:3]=[CH:4][CH:5]=[CH:6][CH:7]=1, predict the reactants needed to synthesize it. The reactants are: [CH2:1]([C:8]1[CH:9]=[N:10][C:11]2[C:16]([C:17]=1[C:18]1[CH:19]=[C:20]([OH:24])[CH:21]=[CH:22][CH:23]=1)=[CH:15][CH:14]=[CH:13][C:12]=2[C:25]([F:28])([F:27])[F:26])[C:2]1[CH:7]=[CH:6][CH:5]=[CH:4][CH:3]=1.C([O:31][C:32](=[O:43])[CH:33]([C:35]1[CH:40]=[CH:39][C:38]([CH2:41]Br)=[CH:37][CH:36]=1)[CH3:34])C. (3) Given the product [CH3:23][NH:24][C:2]1[N:7]=[C:6]([C:8]2[S:9][C:10]3[CH:16]=[C:15]([O:17][CH2:18][CH2:19][F:20])[CH:14]=[CH:13][C:11]=3[CH:12]=2)[CH:5]=[CH:4][N:3]=1, predict the reactants needed to synthesize it. The reactants are: Cl[C:2]1[N:7]=[C:6]([C:8]2[S:9][C:10]3[CH:16]=[C:15]([O:17][CH2:18][CH2:19][F:20])[CH:14]=[CH:13][C:11]=3[CH:12]=2)[CH:5]=[CH:4][N:3]=1.CO.[CH3:23][NH2:24].O.